Dataset: Forward reaction prediction with 1.9M reactions from USPTO patents (1976-2016). Task: Predict the product of the given reaction. (1) The product is: [CH3:14][CH2:15][CH2:16][CH2:17][CH2:18]/[CH:19]=[CH:20]\[CH2:22][CH2:21][CH2:25][CH:1]([OH:13])[CH2:2][CH2:3][CH2:4][CH2:5][CH2:6][CH2:7][CH2:8][CH2:9][CH2:10][CH3:11]. Given the reactants [CH2:1]([OH:13])[CH2:2][CH2:3][CH2:4][CH2:5][CH2:6][CH2:7]/[CH:8]=[CH:9]\[CH2:10][CH2:11]C.[CH2:14]=[CH:15][CH2:16][CH2:17][CH2:18][CH2:19][CH3:20].[CH2:21]1[CH2:25]OC[CH2:22]1, predict the reaction product. (2) Given the reactants [CH3:1][C:2]1([CH3:16])[C:7]2[CH:8]=[C:9](B(O)O)[CH:10]=[CH:11][C:6]=2[NH:5][C:4](=[O:15])[O:3]1.[Br:17][C:18]1[CH:23]=[C:22]([F:24])[CH:21]=[C:20](Br)[CH:19]=1, predict the reaction product. The product is: [Br:17][C:18]1[CH:19]=[C:20]([C:9]2[CH:10]=[CH:11][C:6]3[NH:5][C:4](=[O:15])[O:3][C:2]([CH3:16])([CH3:1])[C:7]=3[CH:8]=2)[CH:21]=[C:22]([F:24])[CH:23]=1. (3) Given the reactants FC(F)(F)S(O[C:7]1[CH:12]=[C:11]([O:13][CH2:14][C:15]2[CH:20]=[CH:19][CH:18]=[CH:17][CH:16]=2)[CH:10]=[CH:9][C:8]=1[CH:21]=[O:22])(=O)=O.[C:25](=O)([O-])[O-].[Na+].[Na+].CC1(C)C(C)(C)OB([C:39]2[CH:40]=[C:41]3[C:46](=[CH:47][CH:48]=2)[O:45][CH2:44][CH2:43][CH2:42]3)O1, predict the reaction product. The product is: [CH3:25][C:12]1[C:7]([C:39]2[CH:48]=[CH:47][C:46]3[O:45][CH2:44][CH2:43][CH2:42][C:41]=3[CH:40]=2)=[C:8]([CH:9]=[CH:10][C:11]=1[O:13][CH2:14][C:15]1[CH:20]=[CH:19][CH:18]=[CH:17][CH:16]=1)[CH:21]=[O:22].